This data is from Forward reaction prediction with 1.9M reactions from USPTO patents (1976-2016). The task is: Predict the product of the given reaction. (1) Given the reactants [CH3:1][O:2][C:3](=[O:12])[C:4]1[C:9]([Br:10])=[CH:8][N:7]=[C:6]([NH2:11])[CH:5]=1.C([O-])(O)=O.[Na+].Cl[CH2:19][CH:20]=O, predict the reaction product. The product is: [CH3:1][O:2][C:3]([C:4]1[C:9]([Br:10])=[CH:8][N:7]2[CH:19]=[CH:20][N:11]=[C:6]2[CH:5]=1)=[O:12]. (2) Given the reactants [F:1][C:2]1[CH:3]=[C:4]([C@:8]2([CH2:13][OH:14])[CH2:10][C@H:9]2[CH2:11][OH:12])[CH:5]=[CH:6][CH:7]=1.[C:15](OC=C)(=[O:17])[CH3:16].CC(CC(O)=O)=O, predict the reaction product. The product is: [C:15]([O:12][CH2:11][C@@H:9]1[CH2:10][C@:8]1([C:4]1[CH:5]=[CH:6][CH:7]=[C:2]([F:1])[CH:3]=1)[CH2:13][OH:14])(=[O:17])[CH3:16]. (3) Given the reactants [N:1]([C@H:4]1[CH2:9][CH2:8][C@H:7]([NH:10][C:11]([O:13][C:14]([CH3:17])([CH3:16])[CH3:15])=[O:12])[CH:6]=[CH:5]1)=[N+]=[N-].C1(P(C2C=CC=CC=2)C2C=CC=CC=2)C=CC=CC=1, predict the reaction product. The product is: [NH2:1][C@H:4]1[CH2:9][CH2:8][C@H:7]([NH:10][C:11]([O:13][C:14]([CH3:17])([CH3:16])[CH3:15])=[O:12])[CH:6]=[CH:5]1. (4) Given the reactants [C:1]([C:5]1[CH:9]=[C:8]([NH2:10])[N:7]([C:11]2[CH:16]=[CH:15][CH:14]=[CH:13][C:12]=2[CH3:17])[N:6]=1)([CH3:4])([CH3:3])[CH3:2].Br[C:19]1[CH:28]=[C:27]([Cl:29])[CH:26]=[CH:25][C:20]=1[C:21]([O:23][CH3:24])=[O:22], predict the reaction product. The product is: [C:1]([C:5]1[CH:9]=[C:8]([NH:10][C:19]2[CH:28]=[C:27]([Cl:29])[CH:26]=[CH:25][C:20]=2[C:21]([O:23][CH3:24])=[O:22])[N:7]([C:11]2[CH:16]=[CH:15][CH:14]=[CH:13][C:12]=2[CH3:17])[N:6]=1)([CH3:4])([CH3:3])[CH3:2]. (5) Given the reactants [OH:1][C:2]1[CH:7]=[CH:6][C:5]([S:8][CH2:9][CH2:10][CH2:11][C:12]([OH:14])=O)=[CH:4][CH:3]=1.[CH3:15][O:16][C:17]1[CH:25]=[CH:24][CH:23]=[CH:22][C:18]=1[CH2:19][NH:20][CH3:21], predict the reaction product. The product is: [OH:1][C:2]1[CH:3]=[CH:4][C:5]([S:8][CH2:9][CH2:10][CH2:11][C:12]([N:20]([CH2:19][C:18]2[CH:22]=[CH:23][CH:24]=[CH:25][C:17]=2[O:16][CH3:15])[CH3:21])=[O:14])=[CH:6][CH:7]=1. (6) Given the reactants C(O)(C(F)(F)F)=O.[CH3:8][O:9][C:10]1[C:18]2[C:13](=[N:14][CH:15]=[C:16]([C:32]3[CH:37]=[CH:36][CH:35]=[CH:34][CH:33]=3)[C:17]=2[N:19]2[CH2:24][CH2:23][N:22](C(OC(C)(C)C)=O)[CH2:21][CH2:20]2)[N:12](CC2C=CC(OC)=CC=2)[N:11]=1, predict the reaction product. The product is: [CH3:8][O:9][C:10]1[C:18]2[C:13](=[N:14][CH:15]=[C:16]([C:32]3[CH:33]=[CH:34][CH:35]=[CH:36][CH:37]=3)[C:17]=2[N:19]2[CH2:20][CH2:21][NH:22][CH2:23][CH2:24]2)[NH:12][N:11]=1. (7) Given the reactants [C:1]1([CH2:7][CH2:8][C:9]([OH:11])=O)[CH2:6][CH2:5][CH2:4][CH2:3][CH:2]=1.C1(P(C2C=CC=CC=2)C2C=CC=CC=2)C=CC=CC=1.[CH:31]1[CH:36]=[C:35]([S:37][S:37][C:35]2[N:34]=[CH:33][CH:32]=[CH:31][CH:36]=2)[N:34]=[CH:33][CH:32]=1, predict the reaction product. The product is: [N:34]1[CH:33]=[CH:32][CH:31]=[CH:36][C:35]=1[S:37][C:9](=[O:11])[CH2:8][CH2:7][C:1]1[CH2:6][CH2:5][CH2:4][CH2:3][CH:2]=1. (8) Given the reactants [NH2:1][C:2]1[N:7]([CH2:8][CH3:9])[C:6](=[O:10])[NH:5][C:4](=[O:11])[C:3]=1[N:12]=O.S(S([O-])=O)([O-])=O.[Na+].[Na+], predict the reaction product. The product is: [NH2:12][C:3]1[C:4](=[O:11])[NH:5][C:6](=[O:10])[N:7]([CH2:8][CH3:9])[C:2]=1[NH2:1]. (9) Given the reactants [OH-].[Na+].[CH2:3]([O:6][C:7]1[CH:8]=[C:9]([N+:15]([O-:17])=[O:16])[CH:10]=[CH:11][C:12]=1[O:13]C)[CH:4]=[CH2:5], predict the reaction product. The product is: [CH2:3]([O:6][C:7]1[CH:8]=[C:9]([N+:15]([O-:17])=[O:16])[CH:10]=[CH:11][C:12]=1[OH:13])[CH:4]=[CH2:5]. (10) Given the reactants [C:1]1([OH:12])[C:10]2[CH:9]=[CH:8][CH:7]=[C:6]([OH:11])[C:5]=2[CH:4]=[CH:3][CH:2]=1.C(NC(C)C)(C)C.ClCCl.[F:23][C:24]([F:37])([F:36])[S:25](O[S:25]([C:24]([F:37])([F:36])[F:23])(=[O:27])=[O:26])(=[O:27])=[O:26], predict the reaction product. The product is: [F:23][C:24]([F:37])([F:36])[S:25]([O:12][C:1]1[C:10]2[C:5](=[C:6]([O:11][S:25]([C:24]([F:23])([F:36])[F:37])(=[O:26])=[O:27])[CH:7]=[CH:8][CH:9]=2)[CH:4]=[CH:3][CH:2]=1)(=[O:27])=[O:26].